From a dataset of Blood-brain barrier penetration binary classification data from Martins et al.. Regression/Classification. Given a drug SMILES string, predict its absorption, distribution, metabolism, or excretion properties. Task type varies by dataset: regression for continuous measurements (e.g., permeability, clearance, half-life) or binary classification for categorical outcomes (e.g., BBB penetration, CYP inhibition). Dataset: bbb_martins. The molecule is C#CC1(OC(N)=O)CCCCC1. The result is 1 (penetrates BBB).